This data is from Peptide-MHC class II binding affinity with 134,281 pairs from IEDB. The task is: Regression. Given a peptide amino acid sequence and an MHC pseudo amino acid sequence, predict their binding affinity value. This is MHC class II binding data. (1) The peptide sequence is VGDDSGGFSTTVSTE. The MHC is HLA-DPA10201-DPB10101 with pseudo-sequence HLA-DPA10201-DPB10101. The binding affinity (normalized) is 0.161. (2) The binding affinity (normalized) is 0.0847. The MHC is HLA-DQA10501-DQB10301 with pseudo-sequence HLA-DQA10501-DQB10301. The peptide sequence is DKPSPFGQVAHGD. (3) The peptide sequence is AVTFVNAPAFAAERG. The MHC is HLA-DPA10103-DPB10401 with pseudo-sequence HLA-DPA10103-DPB10401. The binding affinity (normalized) is 0.567. (4) The peptide sequence is YDKFLANVSNVLTGK. The MHC is DRB1_0701 with pseudo-sequence DRB1_0701. The binding affinity (normalized) is 0.727. (5) The peptide sequence is EVVNDVSTFSSGLVW. The MHC is HLA-DQA10102-DQB10602 with pseudo-sequence HLA-DQA10102-DQB10602. The binding affinity (normalized) is 0.362. (6) The peptide sequence is TGEAHLAEENEGDNA. The MHC is DRB1_0404 with pseudo-sequence DRB1_0404. The binding affinity (normalized) is 0. (7) The peptide sequence is GCQTYKWETFLTSEL. The binding affinity (normalized) is 0.636. The MHC is HLA-DPA10103-DPB10401 with pseudo-sequence HLA-DPA10103-DPB10401. (8) The peptide sequence is SYVHVNGAKFIDTQN. The MHC is DRB5_0101 with pseudo-sequence DRB5_0101. The binding affinity (normalized) is 0.741.